The task is: Regression. Given two drug SMILES strings and cell line genomic features, predict the synergy score measuring deviation from expected non-interaction effect.. This data is from NCI-60 drug combinations with 297,098 pairs across 59 cell lines. (1) Drug 1: CC1=C(C=C(C=C1)NC2=NC=CC(=N2)N(C)C3=CC4=NN(C(=C4C=C3)C)C)S(=O)(=O)N.Cl. Drug 2: CN(CCCl)CCCl.Cl. Cell line: SK-MEL-2. Synergy scores: CSS=-3.54, Synergy_ZIP=2.98, Synergy_Bliss=4.49, Synergy_Loewe=-2.65, Synergy_HSA=-1.94. (2) Drug 1: C1=CC(=CC=C1C#N)C(C2=CC=C(C=C2)C#N)N3C=NC=N3. Drug 2: CNC(=O)C1=NC=CC(=C1)OC2=CC=C(C=C2)NC(=O)NC3=CC(=C(C=C3)Cl)C(F)(F)F. Cell line: RPMI-8226. Synergy scores: CSS=-1.71, Synergy_ZIP=2.81, Synergy_Bliss=-3.80, Synergy_Loewe=1.22, Synergy_HSA=-9.27. (3) Drug 1: C1=NC2=C(N=C(N=C2N1C3C(C(C(O3)CO)O)O)F)N. Drug 2: CC=C1C(=O)NC(C(=O)OC2CC(=O)NC(C(=O)NC(CSSCCC=C2)C(=O)N1)C(C)C)C(C)C. Cell line: SK-MEL-28. Synergy scores: CSS=26.8, Synergy_ZIP=-3.18, Synergy_Bliss=-3.44, Synergy_Loewe=-28.0, Synergy_HSA=-4.03. (4) Drug 1: C1C(C(OC1N2C=C(C(=O)NC2=O)F)CO)O. Drug 2: CC1=C2C(C(=O)C3(C(CC4C(C3C(C(C2(C)C)(CC1OC(=O)C(C(C5=CC=CC=C5)NC(=O)C6=CC=CC=C6)O)O)OC(=O)C7=CC=CC=C7)(CO4)OC(=O)C)O)C)OC(=O)C. Cell line: SF-539. Synergy scores: CSS=52.9, Synergy_ZIP=-6.84, Synergy_Bliss=-3.00, Synergy_Loewe=-6.01, Synergy_HSA=-2.53. (5) Drug 1: CC1C(C(CC(O1)OC2CC(OC(C2O)C)OC3=CC4=CC5=C(C(=O)C(C(C5)C(C(=O)C(C(C)O)O)OC)OC6CC(C(C(O6)C)O)OC7CC(C(C(O7)C)O)OC8CC(C(C(O8)C)O)(C)O)C(=C4C(=C3C)O)O)O)O. Drug 2: C1CCC(C(C1)N)N.C(=O)(C(=O)[O-])[O-].[Pt+4]. Cell line: OVCAR-4. Synergy scores: CSS=29.8, Synergy_ZIP=-2.21, Synergy_Bliss=-0.556, Synergy_Loewe=-12.9, Synergy_HSA=1.04. (6) Drug 1: CC1CCC2CC(C(=CC=CC=CC(CC(C(=O)C(C(C(=CC(C(=O)CC(OC(=O)C3CCCCN3C(=O)C(=O)C1(O2)O)C(C)CC4CCC(C(C4)OC)O)C)C)O)OC)C)C)C)OC. Drug 2: CCC1(C2=C(COC1=O)C(=O)N3CC4=CC5=C(C=CC(=C5CN(C)C)O)N=C4C3=C2)O.Cl. Cell line: OVCAR3. Synergy scores: CSS=43.8, Synergy_ZIP=-5.68, Synergy_Bliss=-3.98, Synergy_Loewe=0.363, Synergy_HSA=2.45. (7) Drug 1: CN1CCC(CC1)COC2=C(C=C3C(=C2)N=CN=C3NC4=C(C=C(C=C4)Br)F)OC. Drug 2: CN(CCCl)CCCl.Cl. Cell line: IGROV1. Synergy scores: CSS=61.8, Synergy_ZIP=-6.34, Synergy_Bliss=-2.64, Synergy_Loewe=-9.92, Synergy_HSA=-0.995.